Dataset: Experimentally validated miRNA-target interactions with 360,000+ pairs, plus equal number of negative samples. Task: Binary Classification. Given a miRNA mature sequence and a target amino acid sequence, predict their likelihood of interaction. (1) The miRNA is hsa-miR-4686 with sequence UAUCUGCUGGGCUUUCUGGUGUU. The protein sequence of the target gene is MAEASRWHRGGASKHKLHYRKEVEITTTLQELLLYFIFLINLCILTFGMVNPHMYYLNKVMSSLFLDTSVPGEERTNFKSIRSITDFWKFMEGPLLEGLYWDSWYNNQQLYNLKNSSRIYYENILLGVPRVRQLKVRNNTCKVYSSFQSLMSECYGKYTSANEDLSNFGLQINTEWRYSTSNTNSPWHWGFLGVYRNGGYIFTLSKSKSETKNKFIDLRLNSWITRGTRVIFIDFSLYNANVNLFCIIRLVAEFPATGGILTSWQFYSVKLLRYVSYYDYFIASCEITFCIFLFVFTTQE.... Result: 0 (no interaction). (2) The miRNA is mmu-miR-466d-3p with sequence UAUACAUACACGCACACAUAG. The protein sequence of the target gene is MGMLRAGLCPGLTEETVQLLRGRKIKTVADLAAADLEEVAQKCGLSYKALVALRRVLLAQFSAFPLNGADLYEELKTSTAILSTGIGSLDKLLDAGLYTGEVTEIVGGPGSGKTQVCLCVAANVAHSLQQNVLYVDSNGGMTASRLLQLLQARTQDEEKQASALQRIQVVRSFDIFRMLDMLQDLRGTIAQQEATSSGAVKVVIVDSVTAVVAPLLGGQQREGLALMMQLARELKILARDLGVAVVVTNHLTRDWDGRRFKPALGRSWSFVPSTRILLDVTEGAGTLGSSQRTVCLTKSP.... Result: 1 (interaction). (3) The miRNA is hsa-miR-1295b-3p with sequence AAUAGGCCACGGAUCUGGGCAA. The protein sequence of the target gene is MAGCRGSLCCCCRWCCCCGERETRTPEELTILGETQEEEDEILPRKDYESLDYDRCINDPYLEVLETMDNKKGRRYEAVKWMVVFAIGVCTGLVGLFVDFFVRLFTQLKFGVVQTSVEECSQKGCLALSLLELLGFNLTFVFLASLLVLIEPVAAGSGIPEVKCYLNGVKVPGIVRLRTLLCKVLGVLFSVAGGLFVEKEGPMIHSGSVVGAGLPQFQSISLRKIQFNFPYFRSDRDKRDFVSAGAAAGVAAAFGAPIGGTLFSLEEGSSFWNQGLTWKVLFCSMSATFTLNFFRSGIQF.... Result: 1 (interaction). (4) The miRNA is cel-miR-1832a-3p with sequence UGGGCGGAGCGAAUCGAUGAU. The protein sequence of the target gene is MGPPLWPDLQEPPPPGTSSQIRSPLLCDVIKPAPHHDVTVRVVPPPRFLPLLLRPLPSDGDIAMRRDRGPKPALGGAGEVEPGGMAASPTGRPRRLQRYLQSGEFDQFRDFPIFESNFVQFCPDIYPAPTSDLWPQVTRLGEVANEVTMGVAASSPALELPDLLLLAGPAKENGHLQLFGLFPLKFVQLFVHDKSRCQLEVKLNTSRTFYLQLRAPLKTRDREFGQWVRLLYRLRFLSASAVPFTQE. Result: 0 (no interaction). (5) The miRNA is hsa-miR-6742-3p with sequence ACCUGGGUUGUCCCCUCUAG. The protein sequence of the target gene is MPGPRRPAGSRLRLLLLLLLPPLLLLLRGSHAGNLTVAVVLPLANTSYPWSWARVGPAVELALAQVKARPDLLPGWTVRTVLGSSENALGVCSDTAAPLAAVDLKWEHNPAVFLGPGCVYAAAPVGRFTAHWRVPLLTAGAPALGFGVKDEYALTTRAGPSYAKLGDFVAALHRRLGWERQALMLYAYRPGDEEHCFFLVEGLFMRVRDRLNITVDHLEFAEDDLSHYTRLLRTMPRKGRVIYICSSPDAFRTLMLLALEAGLCGEDYVFFHLDIFGQSLQGGQGPAPRRPWERGDGQDV.... Result: 1 (interaction). (6) The miRNA is hsa-miR-6895-3p with sequence UGUCUCUCGCCCUUGGCCUUAG. The protein sequence of the target gene is MLRLLRLALAFYGRTADPAERQGPQQQGLPQGDTQLTTVQGVVTSFCGDYGMIDESIYFSSDVVTGNVPLKVGQKVNVVVEEDKPHYGLRAIKVDVVPRHLYGAGPSDSGTRVLIGCVTSINEDNIYISNSIYFSIAIVSEDFVPYKGDLLEVEYSTEPGISNIKATSVKPIRCIHTEEVCITSVHGRNGVIDYTIFFTLDSVKLPDGYVPQVDDIVNVVMVESIQFCFIWRAISITPVHKSSSGFQDDGGLGRPKRERRSQSI. Result: 0 (no interaction). (7) The miRNA is hsa-miR-1297 with sequence UUCAAGUAAUUCAGGUG. The protein sequence of the target gene is MASGSVAECLQQETTCPVCLQYFAEPMMLDCGHNICCACLARCWGTAETNVSCPQCRETFPQRHMRPNRHLANVTQLVKQLRTERPSGPGGEMGVCEKHREPLKLYCEEDQMPICVVCDRSREHRGHSVLPLEEAVEGFKEQIQNQLDHLKRVKDLKKRRRAQGEQARAELLSLTQMEREKIVWEFEQLYHSLKEHEYRLLARLEELDLAIYNSINGAITQFSCNISHLSSLIAQLEEKQQQPTRELLQDIGDTLSRAERIRIPEPWITPPDLQEKIHIFAQKCLFLTESLKQFTEKMQS.... Result: 0 (no interaction). (8) The miRNA is hsa-miR-101-3p with sequence UACAGUACUGUGAUAACUGAA. The protein sequence of the target gene is MSDSDLGEDEGLLSLAGKRKRRGNLPKESVKILRDWLYLHRYNAYPSEQEKLSLSGQTNLSVLQICNWFINARRRLLPDMLRKDGKDPNQFTISRRGGKASDVALPRGSSPSVLAVSVPAPTNVLSLSVCSMPLHSGQGEKPAAPFPRGELESPKPLVTPGSTLTLLTRAEAGSPTGGLFNTPPPTPPEQDKEDFSSFQLLVEVALQRAAEMELQKQQDPSLPLLHTPIPLVSENPQ. Result: 1 (interaction). (9) The miRNA is hsa-miR-320c with sequence AAAAGCUGGGUUGAGAGGGU. The protein sequence of the target gene is MLFPDDFSTWEQTFQELMQEEKPGAKWSLHLDKNIVPDGAALGWRQHQQTVLGRFQCSRCCRSWTSAQVMILCHMYPDTLKSQGQARMRIFGQKCQKCFGCQFETPKFSTEIIKRILNNLVNYILQRYYGHRKIALTSNASLGEKVTLDGPHDTRNCEACSLNSHGRCALAHKVKPPRSPSPLPKSSSPSKSCPPPPQTRNTDFGNKTFQDFGNRTFQGCREPPQREIEPPLFLFLSIAAFALFSLFTR. Result: 0 (no interaction).